From a dataset of Full USPTO retrosynthesis dataset with 1.9M reactions from patents (1976-2016). Predict the reactants needed to synthesize the given product. (1) Given the product [F:1][C:2]1[C:7]([F:8])=[C:6]([F:9])[CH:5]=[CH:4][C:3]=1[CH2:10][C:11]1[O:13][N:27]=[C:21]([C:22]([O:24][CH2:25][CH3:26])=[O:23])[N:20]=1, predict the reactants needed to synthesize it. The reactants are: [F:1][C:2]1[C:7]([F:8])=[C:6]([F:9])[CH:5]=[CH:4][C:3]=1[CH2:10][C:11]([OH:13])=O.C(Cl)(=O)C(Cl)=O.[NH2:20][C:21](=[N:27]O)[C:22]([O:24][CH2:25][CH3:26])=[O:23].C(N(CC)C(C)C)(C)C. (2) The reactants are: [C-]#[N:2].[K+].S(=O)(=O)(O)O.[CH3:9][C:10](O)([CH3:21])[CH2:11][C:12]1[C:17]([CH3:18])=[CH:16][C:15]([CH3:19])=[CH:14][C:13]=1[CH3:20].[C:23](=[O:26])([O-])[O-].[Na+].[Na+]. Given the product [CH3:9][C:10]([NH:2][CH:23]=[O:26])([CH3:21])[CH2:11][C:12]1[C:17]([CH3:18])=[CH:16][C:15]([CH3:19])=[CH:14][C:13]=1[CH3:20], predict the reactants needed to synthesize it. (3) Given the product [Cl:22][C:19]1[CH:20]=[CH:21][C:16]([S:13]([NH:12][CH:4]([CH2:5][C:6]2[CH:11]=[CH:10][CH:9]=[CH:8][CH:7]=2)[C:3]([NH2:24])=[O:2])(=[O:15])=[O:14])=[CH:17][CH:18]=1, predict the reactants needed to synthesize it. The reactants are: C[O:2][C:3](=O)[CH:4]([NH:12][S:13]([C:16]1[CH:21]=[CH:20][C:19]([Cl:22])=[CH:18][CH:17]=1)(=[O:15])=[O:14])[CH2:5][C:6]1[CH:11]=[CH:10][CH:9]=[CH:8][CH:7]=1.[NH3:24]. (4) Given the product [F:1][C:2]1[CH:3]=[C:4]([CH:8]([C:19]2[CH:24]=[CH:23][CH:22]=[C:21]([F:25])[CH:20]=2)[C:9]2[S:13][C:12]([C:14]([OH:16])=[O:15])=[CH:11][CH:10]=2)[CH:5]=[CH:6][CH:7]=1, predict the reactants needed to synthesize it. The reactants are: [F:1][C:2]1[CH:3]=[C:4]([CH:8]([C:19]2[CH:24]=[CH:23][CH:22]=[C:21]([F:25])[CH:20]=2)[C:9]2[S:13][C:12]([C:14]([O:16]CC)=[O:15])=[CH:11][CH:10]=2)[CH:5]=[CH:6][CH:7]=1.[OH-].[Na+]. (5) Given the product [C:1]1([CH2:7][CH2:8][CH2:9][CH2:10][CH2:11][CH2:12][CH2:13][CH2:14][O:15][C:20]2[NH:25][C:24](=[O:26])[C:23]([CH2:27][C:28]3[CH:29]=[N:30][CH:31]=[CH:32][CH:33]=3)=[CH:22][N:21]=2)[CH:6]=[CH:5][CH:4]=[CH:3][CH:2]=1, predict the reactants needed to synthesize it. The reactants are: [C:1]1([CH2:7][CH2:8][CH2:9][CH2:10][CH2:11][CH2:12][CH2:13][CH2:14][OH:15])[CH:6]=[CH:5][CH:4]=[CH:3][CH:2]=1.[N+](N[C:20]1[NH:25][C:24](=[O:26])[C:23]([CH2:27][C:28]2[CH:29]=[N:30][CH:31]=[CH:32][CH:33]=2)=[CH:22][N:21]=1)([O-])=O. (6) Given the product [C:14]([C:9]1[N:8]([NH:7][C:6](=[O:13])[O:5][C:1]([CH3:4])([CH3:2])[CH3:3])[CH:12]=[CH:11][CH:10]=1)#[N:16], predict the reactants needed to synthesize it. The reactants are: [C:1]([O:5][C:6](=[O:13])[NH:7][N:8]1[CH:12]=[CH:11][CH:10]=[CH:9]1)([CH3:4])([CH3:3])[CH3:2].[C:14](#[N:16])C.ClS(N=C=O)(=O)=O.C1C=C2C(C(O)(O)C(=O)C2=CC=1)=O. (7) Given the product [Cl:23][C:9]1[S:10][CH:11]=[CH:12][C:8]=1[C:4]1[CH:3]=[C:2]([Cl:1])[CH:7]=[CH:6][N:5]=1, predict the reactants needed to synthesize it. The reactants are: [Cl:1][C:2]1[CH:7]=[CH:6][N:5]=[C:4]([C:8]2[CH:12]=[CH:11][S:10][CH:9]=2)[CH:3]=1.S1C=CC=C1B(O)O.O.C(Cl)[Cl:23]. (8) Given the product [CH2:12]([O:19][C:20]1[CH:21]=[C:22]([CH2:28][CH2:29][NH:30][C:9](=[O:11])/[CH:8]=[CH:7]/[C:6]2[N:2]([CH3:1])[N:3]=[CH:4][CH:5]=2)[CH:23]=[CH:24][C:25]=1[O:26][CH3:27])[C:13]1[CH:14]=[CH:15][CH:16]=[CH:17][CH:18]=1, predict the reactants needed to synthesize it. The reactants are: [CH3:1][N:2]1[C:6](/[CH:7]=[CH:8]/[C:9]([OH:11])=O)=[CH:5][CH:4]=[N:3]1.[CH2:12]([O:19][C:20]1[CH:21]=[C:22]([CH2:28][CH2:29][NH2:30])[CH:23]=[CH:24][C:25]=1[O:26][CH3:27])[C:13]1[CH:18]=[CH:17][CH:16]=[CH:15][CH:14]=1.CCN(C(C)C)C(C)C.CN(C(ON1N=NC2C=CC=NC1=2)=[N+](C)C)C.F[P-](F)(F)(F)(F)F. (9) Given the product [Cl:28][C:20]1[C:21]([N+:25]([O-:27])=[O:26])=[CH:22][CH:23]=[CH:24][C:19]=1[CH2:18][S:8][C:6]1[N:5]=[C:4]([OH:9])[CH:3]=[C:2]([CH3:1])[N:7]=1, predict the reactants needed to synthesize it. The reactants are: [CH3:1][C:2]1[N:7]=[C:6]([SH:8])[N:5]=[C:4]([OH:9])[CH:3]=1.C(N(CC)CC)C.Br[CH2:18][C:19]1[CH:24]=[CH:23][CH:22]=[C:21]([N+:25]([O-:27])=[O:26])[C:20]=1[Cl:28].